Dataset: Reaction yield outcomes from USPTO patents with 853,638 reactions. Task: Predict the reaction yield, written as a fraction of the theoretical maximum amount of product (1.0 means a 100% yield; for example, 0.34 means a 34% yield). The reactants are [CH:1]([O:14][C:15]([C:17]1[N:22]2[C:23](=[O:66])[CH:24]([NH:25][C:26](=[O:65])[C:27](=[N:53][O:54][C:55]([CH3:64])([C:57]([O:59][C:60]([CH3:63])([CH3:62])[CH3:61])=[O:58])[CH3:56])[C:28]3[N:29]=[C:30]([NH:33][C:34]([C:47]4[CH:52]=[CH:51][CH:50]=[CH:49][CH:48]=4)([C:41]4[CH:46]=[CH:45][CH:44]=[CH:43][CH:42]=4)[C:35]4[CH:40]=[CH:39][CH:38]=[CH:37][CH:36]=4)[S:31][CH:32]=3)[C@H:21]2[S:20][CH2:19][C:18]=1[CH2:67]Cl)=[O:16])([C:8]1[CH:13]=[CH:12][CH:11]=[CH:10][CH:9]=1)[C:2]1[CH:7]=[CH:6][CH:5]=[CH:4][CH:3]=1.[I-].[Na+].C1(P(C2C=CC=CC=2)C2C=CC=CC=2)C=CC=CC=1.[C:90]([C:92]1[CH:99]=[CH:98][C:95]([CH:96]=O)=[CH:94][CH:93]=1)#[N:91].C(=O)([O-])O.[Na+].NC1SC=C(C(=NOC(C(O)=O)(C)C)C(NC2C(=O)N3C(C(O)=O)=C(C=CC4C=CC([N+]([O-])=O)=CC=4[N+]([O-])=O)CS[C@H]23)=O)N=1. No catalyst specified. The product is [CH:1]([O:14][C:15]([C:17]1[N:22]2[C:23](=[O:66])[CH:24]([NH:25][C:26](=[O:65])[C:27](=[N:53][O:54][C:55]([CH3:64])([C:57]([O:59][C:60]([CH3:63])([CH3:62])[CH3:61])=[O:58])[CH3:56])[C:28]3[N:29]=[C:30]([NH:33][C:34]([C:47]4[CH:52]=[CH:51][CH:50]=[CH:49][CH:48]=4)([C:41]4[CH:46]=[CH:45][CH:44]=[CH:43][CH:42]=4)[C:35]4[CH:40]=[CH:39][CH:38]=[CH:37][CH:36]=4)[S:31][CH:32]=3)[C@H:21]2[S:20][CH2:19][C:18]=1[CH:67]=[CH:96][C:95]1[CH:98]=[CH:99][C:92]([C:90]#[N:91])=[CH:93][CH:94]=1)=[O:16])([C:8]1[CH:13]=[CH:12][CH:11]=[CH:10][CH:9]=1)[C:2]1[CH:7]=[CH:6][CH:5]=[CH:4][CH:3]=1. The yield is 0.550.